Dataset: Peptide-MHC class II binding affinity with 134,281 pairs from IEDB. Task: Regression. Given a peptide amino acid sequence and an MHC pseudo amino acid sequence, predict their binding affinity value. This is MHC class II binding data. (1) The peptide sequence is GEPAIAGFKGEQGPK. The MHC is H-2-IAq with pseudo-sequence XXYHWTSGGQTGHGWALGSNYYDIRTETVHGVHT. The binding affinity (normalized) is 0.233. (2) The binding affinity (normalized) is 0.343. The MHC is HLA-DQA10501-DQB10301 with pseudo-sequence HLA-DQA10501-DQB10301. The peptide sequence is DCLLCAYSIEFGTNI. (3) The peptide sequence is GATRERSLWIIFSKN. The MHC is DRB1_1302 with pseudo-sequence DRB1_1302. The binding affinity (normalized) is 0.343. (4) The peptide sequence is PVGEIYKRWIIMGLN. The MHC is DRB1_0701 with pseudo-sequence DRB1_0701. The binding affinity (normalized) is 0.355. (5) The peptide sequence is SQDWELSWNLNGLQAY. The MHC is HLA-DQA10101-DQB10501 with pseudo-sequence HLA-DQA10101-DQB10501. The binding affinity (normalized) is 0.625. (6) The peptide sequence is AFKVAATAANAAPAH. The MHC is DRB1_0802 with pseudo-sequence DRB1_0802. The binding affinity (normalized) is 0.778. (7) The binding affinity (normalized) is 0. The peptide sequence is RTEIDKPSQHHHHHH. The MHC is DRB1_0301 with pseudo-sequence DRB1_0301. (8) The peptide sequence is NHFFNHHKVMLLGHS. The binding affinity (normalized) is 0.266. The MHC is DRB1_1201 with pseudo-sequence DRB1_1201. (9) The peptide sequence is CFILDGDNLFPKV. The MHC is HLA-DQA10501-DQB10201 with pseudo-sequence HLA-DQA10501-DQB10201. The binding affinity (normalized) is 0.547.